Dataset: Full USPTO retrosynthesis dataset with 1.9M reactions from patents (1976-2016). Task: Predict the reactants needed to synthesize the given product. Given the product [CH3:26][N:27]([CH2:28][CH2:29][CH2:30][S:31]([CH2:34][CH2:35][CH2:36][C:37]([F:39])([F:40])[F:38])(=[O:33])=[O:32])[CH2:2][CH2:3][CH2:4][CH2:5][CH2:6][CH2:7][C:8]1[C:14]2[CH:15]=[CH:16][C:17]([OH:19])=[CH:18][C:13]=2[CH2:12][CH2:11][CH2:10][C:9]=1[C:20]1[CH:25]=[CH:24][CH:23]=[CH:22][CH:21]=1, predict the reactants needed to synthesize it. The reactants are: Br[CH2:2][CH2:3][CH2:4][CH2:5][CH2:6][CH2:7][C:8]1[C:14]2[CH:15]=[CH:16][C:17]([OH:19])=[CH:18][C:13]=2[CH2:12][CH2:11][CH2:10][C:9]=1[C:20]1[CH:25]=[CH:24][CH:23]=[CH:22][CH:21]=1.[CH3:26][NH:27][CH2:28][CH2:29][CH2:30][S:31]([CH2:34][CH2:35][CH2:36][C:37]([F:40])([F:39])[F:38])(=[O:33])=[O:32].